From a dataset of HIV replication inhibition screening data with 41,000+ compounds from the AIDS Antiviral Screen. Binary Classification. Given a drug SMILES string, predict its activity (active/inactive) in a high-throughput screening assay against a specified biological target. (1) The compound is O=C(O)C1=CNC(C(=O)O)=NN1.[NaH]. The result is 0 (inactive). (2) The drug is CC(C)(C)c1ccc2c(c1)CNCCNCCNCc1cc(C(C)(C)C)ccc1OCC1(CO2)COc2ccc(C(C)(C)C)cc2CNCCNCCNCc2cc(C(C)(C)C)ccc2OC1. The result is 0 (inactive). (3) The molecule is CC(=O)C(=CC1=CCCO1)C(=O)Nc1ccccc1C. The result is 0 (inactive).